Dataset: Catalyst prediction with 721,799 reactions and 888 catalyst types from USPTO. Task: Predict which catalyst facilitates the given reaction. (1) Reactant: [F:1][C:2]1[CH:3]=[C:4]2[C:8](=[CH:9][CH:10]=1)[NH:7][C:6](=[O:11])[C:5]2=[C:12]1[C:20]2[C:15](=[CH:16][C:17]([CH:21]=O)=[CH:18][CH:19]=2)[C:14]([CH3:24])([CH3:23])[O:13]1.[OH:25][CH:26]1[CH2:31][CH2:30][NH:29][CH2:28][CH2:27]1.C(O)(=O)C.C(O[BH-](OC(=O)C)OC(=O)C)(=O)C. Product: [F:1][C:2]1[CH:3]=[C:4]2[C:8](=[CH:9][CH:10]=1)[NH:7][C:6](=[O:11])[C:5]2=[C:12]1[C:20]2[C:15](=[CH:16][C:17]([CH2:21][N:29]3[CH2:30][CH2:31][CH:26]([OH:25])[CH2:27][CH2:28]3)=[CH:18][CH:19]=2)[C:14]([CH3:24])([CH3:23])[O:13]1. The catalyst class is: 3. (2) Reactant: [Cl:1][C:2]1[CH:7]=[CH:6][C:5]([NH:8][C:9](=[O:15])[O:10][C:11]([CH3:14])([CH3:13])[CH3:12])=[CH:4][CH:3]=1.C([Li])(CC)C.[C:21]1([CH:31]=[O:32])[C:30]2[C:25](=[CH:26][CH:27]=[CH:28][CH:29]=2)[CH:24]=[CH:23][CH:22]=1.[Cl-].[NH4+]. Product: [Cl:1][C:2]1[CH:3]=[CH:4][C:5]([NH:8][C:9](=[O:15])[O:10][C:11]([CH3:12])([CH3:14])[CH3:13])=[C:6]([CH:31]([OH:32])[C:21]2[C:30]3[C:25](=[CH:26][CH:27]=[CH:28][CH:29]=3)[CH:24]=[CH:23][CH:22]=2)[CH:7]=1. The catalyst class is: 188. (3) Reactant: [Cl:1][C:2]1[CH:7]=[C:6]([O:8][CH3:9])[C:5]([CH3:10])=[CH:4][C:3]=1[C:11]1[N:15]2[N:16]=[C:17]([C:20]3[CH:25]=[CH:24][C:23]([O:26][CH3:27])=[C:22]([O:28][CH3:29])[CH:21]=3)[CH:18]=[CH:19][C:14]2=[N:13][C:12]=1[CH3:30].[OH-].[Na+].O. Product: [Cl:1][C:2]1[CH:7]=[C:6]([O:8][CH3:9])[C:5]([CH3:10])=[CH:4][C:3]=1[C:11]1[N:15]2[N:16]=[C:17]([C:20]3[CH:25]=[CH:24][C:23]([O:26][CH3:27])=[C:22]([O:28][CH3:29])[CH:21]=3)[CH:18]=[CH:19][C:14]2=[N:13][C:12]=1[CH3:30].[ClH:1]. The catalyst class is: 5. (4) Reactant: [CH2:1]([O:3][C:4](=[O:24])[CH2:5][CH:6]1[O:10][B:9]([OH:11])[C:8]2[CH:12]=[C:13]([O:17][C:18]3[CH:23]=[N:22][CH:21]=[CH:20][N:19]=3)[CH:14]=[C:15]([OH:16])[C:7]1=2)[CH3:2].[C:25]([O:29][C:30](=[O:36])[NH:31][CH2:32][CH2:33][CH2:34]Br)([CH3:28])([CH3:27])[CH3:26].C(=O)([O-])[O-].[K+].[K+]. Product: [CH2:1]([O:3][C:4](=[O:24])[CH2:5][CH:6]1[O:10][B:9]([OH:11])[C:8]2[CH:12]=[C:13]([O:17][C:18]3[CH:23]=[N:22][CH:21]=[CH:20][N:19]=3)[CH:14]=[C:15]([O:16][CH2:34][CH2:33][CH2:32][NH:31][C:30]([O:29][C:25]([CH3:26])([CH3:28])[CH3:27])=[O:36])[C:7]1=2)[CH3:2]. The catalyst class is: 3. (5) Reactant: [CH:1]1([NH:7][NH:8]C(OC(C)(C)C)=O)[CH2:6][CH2:5][CH2:4][CH2:3][CH2:2]1.[Cl:16][C:17]1[C:22]([C:23]([N:25]=[C:26]=[O:27])=O)=[C:21]([F:28])[C:20]([CH2:29][NH:30][C:31](=[O:36])[C:32]([CH3:35])([CH3:34])[CH3:33])=[CH:19][CH:18]=1.C(O)(C(F)(F)F)=O. Product: [Cl:16][C:17]1[CH:18]=[CH:19][C:20]([CH2:29][NH:30][C:31](=[O:36])[C:32]([CH3:35])([CH3:34])[CH3:33])=[C:21]([F:28])[C:22]=1[C:23]1[NH:25][C:26](=[O:27])[N:7]([CH:1]2[CH2:6][CH2:5][CH2:4][CH2:3][CH2:2]2)[N:8]=1. The catalyst class is: 2. (6) Reactant: [C:1]([O:5][C:6](=[O:20])[N:7]([C@H:9]([C:15]1[O:16]C=CC=1)[C@@H:10]([CH3:14])[CH2:11][O:12][CH3:13])[CH3:8])([CH3:4])([CH3:3])[CH3:2].[OH2:21].C(Cl)(Cl)(Cl)Cl.CC#N. Product: [C:1]([O:5][C:6]([N:7]([CH3:8])[C@@H:9]([C@@H:10]([CH3:14])[CH2:11][O:12][CH3:13])[C:15]([OH:16])=[O:21])=[O:20])([CH3:2])([CH3:3])[CH3:4]. The catalyst class is: 144. (7) Reactant: [NH2:1][C:2]1[C:7]([C:8]2[CH:16]=[C:15]3[C:11]([CH:12]=[CH:13][N:14]3COCC[Si](C)(C)C)=[C:10]([NH:25][S:26]([C:29]3[CH:34]=[CH:33][C:32]([O:35]C)=[CH:31][CH:30]=3)(=[O:28])=[O:27])[CH:9]=2)=[C:6]([NH:37][C@H:38]([C:40]2[N:45]([C:46]3[CH:51]=[CH:50][CH:49]=[CH:48][CH:47]=3)[C:44](=[O:52])[C:43]3=[C:53]([CH3:56])[CH:54]=[CH:55][N:42]3[N:41]=2)[CH3:39])[N:5]=[CH:4][N:3]=1.B(Br)(Br)Br.CO. Product: [NH2:1][C:2]1[C:7]([C:8]2[CH:16]=[C:15]3[C:11]([CH:12]=[CH:13][NH:14]3)=[C:10]([NH:25][S:26]([C:29]3[CH:34]=[CH:33][C:32]([OH:35])=[CH:31][CH:30]=3)(=[O:28])=[O:27])[CH:9]=2)=[C:6]([NH:37][C@H:38]([C:40]2[N:45]([C:46]3[CH:51]=[CH:50][CH:49]=[CH:48][CH:47]=3)[C:44](=[O:52])[C:43]3=[C:53]([CH3:56])[CH:54]=[CH:55][N:42]3[N:41]=2)[CH3:39])[N:5]=[CH:4][N:3]=1. The catalyst class is: 4. (8) Reactant: [N+:1]([C:4]1[S:5][CH:6]=[C:7]2[C:11](=[O:12])[N:10]([CH:13]3[CH2:18][CH2:17][C:16](=[O:19])[NH:15][C:14]3=[O:20])[C:9](=[O:21])[C:8]=12)([O-])=O.C(O)(=O)C. Product: [NH2:1][C:4]1[S:5][CH:6]=[C:7]2[C:11](=[O:12])[N:10]([CH:13]3[CH2:18][CH2:17][C:16](=[O:19])[NH:15][C:14]3=[O:20])[C:9](=[O:21])[C:8]=12. The catalyst class is: 190.